Dataset: NCI-60 drug combinations with 297,098 pairs across 59 cell lines. Task: Regression. Given two drug SMILES strings and cell line genomic features, predict the synergy score measuring deviation from expected non-interaction effect. (1) Drug 1: C1=CN(C(=O)N=C1N)C2C(C(C(O2)CO)O)O.Cl. Drug 2: CC(C)(C#N)C1=CC(=CC(=C1)CN2C=NC=N2)C(C)(C)C#N. Cell line: NCIH23. Synergy scores: CSS=47.3, Synergy_ZIP=0.476, Synergy_Bliss=0.491, Synergy_Loewe=-6.61, Synergy_HSA=0.908. (2) Drug 1: C1=NC2=C(N1)C(=S)N=C(N2)N. Drug 2: C(CN)CNCCSP(=O)(O)O. Cell line: OVCAR-4. Synergy scores: CSS=32.4, Synergy_ZIP=3.42, Synergy_Bliss=0.873, Synergy_Loewe=-24.0, Synergy_HSA=0.812. (3) Drug 1: C1CCC(C1)C(CC#N)N2C=C(C=N2)C3=C4C=CNC4=NC=N3. Drug 2: C1CCC(CC1)NC(=O)N(CCCl)N=O. Cell line: M14. Synergy scores: CSS=4.56, Synergy_ZIP=7.09, Synergy_Bliss=8.32, Synergy_Loewe=-1.76, Synergy_HSA=-1.32. (4) Drug 1: C1=CN(C=N1)CC(O)(P(=O)(O)O)P(=O)(O)O. Drug 2: C1CN(P(=O)(OC1)NCCCl)CCCl. Cell line: DU-145. Synergy scores: CSS=-5.02, Synergy_ZIP=5.12, Synergy_Bliss=6.70, Synergy_Loewe=-0.489, Synergy_HSA=-0.919.